From a dataset of Volume of distribution at steady state (VDss) regression data from Lombardo et al.. Regression/Classification. Given a drug SMILES string, predict its absorption, distribution, metabolism, or excretion properties. Task type varies by dataset: regression for continuous measurements (e.g., permeability, clearance, half-life) or binary classification for categorical outcomes (e.g., BBB penetration, CYP inhibition). For this dataset (vdss_lombardo), we predict log10(VDss) (log10 of volume of distribution in L/kg). (1) The molecule is [NH3+]CCCCCC(=O)[O-]. The log10(VDss) is -0.410. (2) The drug is Cc1cccc(C(C)c2cnc[nH]2)c1C. The log10(VDss) is 0.200. (3) The drug is C=CC[NH+]1CCCC1CNC(=O)c1cc(S(=O)(=O)NC)c(N)cc1OC. The log10(VDss) is 0.360.